Predict the reaction yield, written as a fraction of the theoretical maximum amount of product (1.0 means a 100% yield; for example, 0.34 means a 34% yield). From a dataset of Reaction yield outcomes from USPTO patents with 853,638 reactions. The reactants are [C:1]([O:5][C:6](=[O:29])[CH:7]([NH:11][S:12]([C:15]1[CH:20]=[CH:19][C:18]([C:21]2[CH:26]=[CH:25][C:24]([CH2:27][OH:28])=[CH:23][CH:22]=2)=[CH:17][CH:16]=1)(=[O:14])=[O:13])[CH:8]([CH3:10])[CH3:9])([CH3:4])([CH3:3])[CH3:2].Cl[C:31]1[CH:40]=[CH:39][C:38]2[C:33](=[CH:34][CH:35]=[CH:36][CH:37]=2)[N:32]=1.[H-].[Na+]. The product is [C:1]([O:5][C:6](=[O:29])[CH:7]([NH:11][S:12]([C:15]1[CH:16]=[CH:17][C:18]([C:21]2[CH:22]=[CH:23][C:24]([CH2:27][O:28][C:33]3[N:32]=[CH:31][C:40]4[C:35]([CH:34]=3)=[CH:36][CH:37]=[CH:38][CH:39]=4)=[CH:25][CH:26]=2)=[CH:19][CH:20]=1)(=[O:14])=[O:13])[CH:8]([CH3:10])[CH3:9])([CH3:3])([CH3:4])[CH3:2]. The yield is 0.870. The catalyst is CN(C=O)C.